From a dataset of Forward reaction prediction with 1.9M reactions from USPTO patents (1976-2016). Predict the product of the given reaction. (1) Given the reactants [NH2:1][C:2]1[N:7]=[CH:6][C:5]([C:8]2[CH:13]=[CH:12][C:11]([OH:14])=[CH:10][CH:9]=2)=[C:4]([CH:15]([CH3:17])C)[C:3]=1[C:18]1[CH:23]=[CH:22][C:21]([OH:24])=[CH:20][CH:19]=1.[CH:25](=O)[CH2:26][CH3:27].[BH-](OC(C)=O)(OC(C)=O)OC(C)=O.[Na+], predict the reaction product. The product is: [CH2:15]([C:4]1[C:3]([C:18]2[CH:19]=[CH:20][C:21]([OH:24])=[CH:22][CH:23]=2)=[C:2]([NH:1][CH2:25][CH2:26][CH3:27])[N:7]=[CH:6][C:5]=1[C:8]1[CH:9]=[CH:10][C:11]([OH:14])=[CH:12][CH:13]=1)[CH3:17]. (2) The product is: [C:1]([O:5][C@@H:6]([C:10]1[C:37]([CH3:38])=[N:36][C:35]2=[CH:39][C:32]3=[N:33][N:34]2[C:11]=1[N:12]1[CH2:44][CH2:43][C:15]([CH3:45])([O:16][CH2:17][CH2:18][CH2:19][CH2:20][C@H:21]([CH3:42])[O:22][C:23]2[C:28]([CH2:29][O:30][CH2:31]3)=[C:27]([F:40])[CH:26]=[C:25]([F:41])[CH:24]=2)[CH2:14][CH2:13]1)[C:7]([OH:9])=[O:8])([CH3:4])([CH3:2])[CH3:3]. Given the reactants [C:1]([O:5][C@@H:6]([C:10]1[C:37]([CH3:38])=[N:36][C:35]2=[CH:39][C:32]3=[N:33][N:34]2[C:11]=1[N:12]1[CH2:44][CH2:43][C:15]([CH3:45])([O:16][CH2:17][CH:18]=[CH:19][CH2:20][C@H:21]([CH3:42])[O:22][C:23]2[C:28]([CH2:29][O:30][CH2:31]3)=[C:27]([F:40])[CH:26]=[C:25]([F:41])[CH:24]=2)[CH2:14][CH2:13]1)[C:7]([OH:9])=[O:8])([CH3:4])([CH3:3])[CH3:2].[BH4-].[Na+], predict the reaction product. (3) The product is: [C:23]([NH:31][C:32]1[CH:33]=[C:34]([CH:38]=[CH:39][N:40]=1)[C:35]([NH:22][CH2:21][CH2:20][C:15]1[CH:16]=[CH:17][CH:18]=[CH:19][C:14]=1[F:13])=[O:36])(=[O:30])[C:24]1[CH:25]=[CH:26][CH:27]=[CH:28][CH:29]=1. Given the reactants FC(F)(F)C1C=CC(CN)=CC=1.[F:13][C:14]1[CH:19]=[CH:18][CH:17]=[CH:16][C:15]=1[CH2:20][CH2:21][NH2:22].[C:23]([NH:31][C:32]1[CH:33]=[C:34]([CH:38]=[CH:39][N:40]=1)[C:35](O)=[O:36])(=[O:30])[C:24]1[CH:29]=[CH:28][CH:27]=[CH:26][CH:25]=1, predict the reaction product. (4) The product is: [F:1][C:2]1[CH:3]=[C:4]([N:25]2[CH2:29][C@H:28]([CH2:30][NH:31][C:32](=[O:34])[CH3:33])[O:27][C:26]2=[O:35])[CH:5]=[CH:6][C:7]=1[N:8]1[CH2:13][CH2:12][CH:11]([N:14]2[N:18]=[N:17][C:16]([N:19]3[CH2:20][CH2:21][N:22]([CH3:38])[CH2:23][CH2:24]3)=[N:15]2)[CH2:10][CH2:9]1. Given the reactants [F:1][C:2]1[CH:3]=[C:4]([N:25]2[CH2:29][C@H:28]([CH2:30][NH:31][C:32](=[O:34])[CH3:33])[O:27][C:26]2=[O:35])[CH:5]=[CH:6][C:7]=1[N:8]1[CH2:13][CH2:12][CH:11]([N:14]2[N:18]=[N:17][C:16]([N:19]3[CH2:24][CH2:23][NH:22][CH2:21][CH2:20]3)=[N:15]2)[CH2:10][CH2:9]1.[H-].[Na+].[CH3:38]I, predict the reaction product. (5) Given the reactants [C:1]([O:5][C:6]([N:8]1[CH2:13][CH2:12][CH:11]([C:14]([OH:16])=O)[CH2:10][CH2:9]1)=[O:7])([CH3:4])([CH3:3])[CH3:2].Cl.[CH3:18][O:19][NH:20][CH3:21].O.N1(O)C2C=CC=CC=2N=N1.C(N(CC)CC)C.CCN=C=NCCCN(C)C.Cl, predict the reaction product. The product is: [C:1]([O:5][C:6]([N:8]1[CH2:9][CH2:10][CH:11]([C:14](=[O:16])[N:20]([O:19][CH3:18])[CH3:21])[CH2:12][CH2:13]1)=[O:7])([CH3:2])([CH3:3])[CH3:4].